From a dataset of Catalyst prediction with 721,799 reactions and 888 catalyst types from USPTO. Predict which catalyst facilitates the given reaction. (1) Reactant: Br[C:2]1[C:3]([F:8])=[N:4][CH:5]=[CH:6][CH:7]=1.[C:9]1(=[O:15])[CH2:14][CH2:13][CH2:12][CH:11]=[CH:10]1.C1(CNCC2CCCCC2)CCCCC1. Product: [F:8][C:3]1[C:2]([C:11]2[CH2:12][CH2:13][CH2:14][C:9](=[O:15])[CH:10]=2)=[CH:7][CH:6]=[CH:5][N:4]=1. The catalyst class is: 77. (2) Product: [CH3:28][C:29]1[N:33]([C:2]2[N:3]=[C:4]([N:22]3[CH2:23][CH2:24][O:25][CH2:26][CH2:27]3)[C:5]3[S:10][C:9]([CH2:11][N:12]4[CH2:15][CH:14]([N:16]5[CH2:21][CH2:20][O:19][CH2:18][CH2:17]5)[CH2:13]4)=[N:8][C:6]=3[N:7]=2)[C:32]2[CH:34]=[CH:35][CH:36]=[CH:37][C:31]=2[N:30]=1. Reactant: Cl[C:2]1[N:3]=[C:4]([N:22]2[CH2:27][CH2:26][O:25][CH2:24][CH2:23]2)[C:5]2[S:10][C:9]([CH2:11][N:12]3[CH2:15][CH:14]([N:16]4[CH2:21][CH2:20][O:19][CH2:18][CH2:17]4)[CH2:13]3)=[N:8][C:6]=2[N:7]=1.[CH3:28][C:29]1[NH:33][C:32]2[CH:34]=[CH:35][CH:36]=[CH:37][C:31]=2[N:30]=1.CC(C1C=C(C(C)C)C(C2C=CC=CC=2P(C2CCCCC2)C2CCCCC2)=C(C(C)C)C=1)C.C(=O)([O-])[O-].[Cs+].[Cs+]. The catalyst class is: 62. (3) Reactant: [OH-].[Na+].[C:3]([C:6]1[CH:11]=[N:10][N:9]2[CH:12]=[C:13]([C:15]3[CH:20]=[CH:19][CH:18]=[CH:17][CH:16]=3)[CH:14]=[C:8]2[C:7]=1[NH:21][C@@H:22]([C:27]1[CH:32]=[CH:31][CH:30]=[CH:29][CH:28]=1)[C:23]([O:25]C)=[O:24])(=[O:5])[NH2:4]. Product: [C:3]([C:6]1[CH:11]=[N:10][N:9]2[CH:12]=[C:13]([C:15]3[CH:16]=[CH:17][CH:18]=[CH:19][CH:20]=3)[CH:14]=[C:8]2[C:7]=1[NH:21][C@@H:22]([C:27]1[CH:32]=[CH:31][CH:30]=[CH:29][CH:28]=1)[C:23]([OH:25])=[O:24])(=[O:5])[NH2:4]. The catalyst class is: 92. (4) Reactant: [CH2:1]([O:5][C:6]1[CH:10]=[C:9]([C:11]([O:13]C)=[O:12])[N:8]([CH2:15][C:16]2[CH:21]=[CH:20][C:19]([Cl:22])=[CH:18][C:17]=2[Cl:23])[N:7]=1)[CH2:2][CH2:3][CH3:4].O1CCCC1.CO.[OH-].[Na+]. Product: [CH2:1]([O:5][C:6]1[CH:10]=[C:9]([C:11]([OH:13])=[O:12])[N:8]([CH2:15][C:16]2[CH:21]=[CH:20][C:19]([Cl:22])=[CH:18][C:17]=2[Cl:23])[N:7]=1)[CH2:2][CH2:3][CH3:4]. The catalyst class is: 6. (5) Reactant: [C:1]([C:4]1[C:5]([OH:28])=[C:6]([C:21]([O:26][CH3:27])=[C:22]([O:24][CH3:25])[CH:23]=1)[CH2:7][N:8]1[CH2:13][CH2:12][N:11]([C:14]([O:16][C:17]([CH3:20])([CH3:19])[CH3:18])=[O:15])[CH2:10][CH2:9]1)(=[O:3])[CH3:2].[C:29](OC(=O)C)(=[O:31])[CH3:30]. Product: [C:29]([O:28][C:5]1[C:4]([C:1](=[O:3])[CH3:2])=[CH:23][C:22]([O:24][CH3:25])=[C:21]([O:26][CH3:27])[C:6]=1[CH2:7][N:8]1[CH2:9][CH2:10][N:11]([C:14]([O:16][C:17]([CH3:20])([CH3:19])[CH3:18])=[O:15])[CH2:12][CH2:13]1)(=[O:31])[CH3:30]. The catalyst class is: 537. (6) Reactant: CN(C(ON1N=NC2C=CC=NC1=2)=[N+](C)C)C.F[P-](F)(F)(F)(F)F.[NH:25]([C:27]([CH:29]1[CH2:34][CH2:33][N:32]([C:35]([O:37][C:38]([CH3:41])([CH3:40])[CH3:39])=[O:36])[CH2:31][CH2:30]1)=[O:28])[NH2:26].[CH2:42]([O:49][N:50]1[C:56](=[O:57])[N:55]2[CH2:58][C@H:51]1[CH2:52][CH2:53][C@H:54]2[C:59](O)=[O:60])[C:43]1[CH:48]=[CH:47][CH:46]=[CH:45][CH:44]=1.CCN(C(C)C)C(C)C. Product: [CH2:42]([O:49][N:50]1[C:56](=[O:57])[N:55]2[CH2:58][C@H:51]1[CH2:52][CH2:53][C@H:54]2[C:59]([NH:26][NH:25][C:27]([CH:29]1[CH2:34][CH2:33][N:32]([C:35]([O:37][C:38]([CH3:41])([CH3:40])[CH3:39])=[O:36])[CH2:31][CH2:30]1)=[O:28])=[O:60])[C:43]1[CH:44]=[CH:45][CH:46]=[CH:47][CH:48]=1. The catalyst class is: 2.